From a dataset of Reaction yield outcomes from USPTO patents with 853,638 reactions. Predict the reaction yield, written as a fraction of the theoretical maximum amount of product (1.0 means a 100% yield; for example, 0.34 means a 34% yield). (1) The reactants are Br[CH2:2][C:3]1[CH:8]=[CH:7][C:6]([C:9]2[CH:16]=[CH:15][CH:14]=[CH:13][C:10]=2[C:11]#[N:12])=[CH:5][CH:4]=1.C1(=O)[NH:21]C(=O)C2=CC=CC=C12.[K].O.O.NN. The catalyst is CN(C=O)C.CO. The product is [NH2:21][CH2:2][C:3]1[CH:8]=[CH:7][C:6]([C:9]2[CH:16]=[CH:15][CH:14]=[CH:13][C:10]=2[C:11]#[N:12])=[CH:5][CH:4]=1. The yield is 0.930. (2) The reactants are C(O)(=O)C.Cl.O.O.[Sn](Cl)(Cl)(Cl)Cl.[F:13][C:14]1[CH:21]=[C:20]([N+:22]([O-])=O)[C:17]([C:18]#[N:19])=[C:16]([CH3:25])[CH:15]=1.[OH-].[Na+]. The catalyst is CO. The product is [NH2:22][C:20]1[CH:21]=[C:14]([F:13])[CH:15]=[C:16]([CH3:25])[C:17]=1[C:18]#[N:19]. The yield is 0.990.